Dataset: Catalyst prediction with 721,799 reactions and 888 catalyst types from USPTO. Task: Predict which catalyst facilitates the given reaction. (1) Reactant: [CH3:1][O:2][C:3]1[N:8]=[C:7]([O:9][CH3:10])[C:6]([C:11]2[CH:20]=[C:19]3[C:14]([C:15]([Cl:24])=[C:16]([C:21]([NH2:23])=[O:22])[CH:17]=[N:18]3)=[CH:13][CH:12]=2)=[CH:5][N:4]=1.[NH2:25][C:26]1[CH:27]=[C:28]([NH:32][C:33]([NH2:35])=[O:34])[CH:29]=[CH:30][CH:31]=1. Product: [ClH:24].[NH2:35][C:33]([NH:32][C:28]1[CH:27]=[C:26]([NH:25][C:15]2[C:14]3[C:19](=[CH:20][C:11]([C:6]4[C:7]([O:9][CH3:10])=[N:8][C:3]([O:2][CH3:1])=[N:4][CH:5]=4)=[CH:12][CH:13]=3)[N:18]=[CH:17][C:16]=2[C:21]([NH2:23])=[O:22])[CH:31]=[CH:30][CH:29]=1)=[O:34]. The catalyst class is: 15. (2) The catalyst class is: 16. Reactant: [NH2:1][CH2:2][C@H:3]([OH:5])[CH3:4].[CH2:6]([O:13][C:14]1[CH:21]=[CH:20][C:17]([C:18]#[N:19])=[C:16](F)[CH:15]=1)[C:7]1[CH:12]=[CH:11][CH:10]=[CH:9][CH:8]=1. Product: [CH2:6]([O:13][C:14]1[CH:15]=[CH:16][C:17]([C:18]#[N:19])=[C:20]([NH:1][CH2:2][C@H:3]([OH:5])[CH3:4])[CH:21]=1)[C:7]1[CH:8]=[CH:9][CH:10]=[CH:11][CH:12]=1. (3) Reactant: C(O[C:4]([C:6]1[N:10]2[N:11]=[C:12](Cl)[CH:13]=[CH:14][C:9]2=[N:8][CH:7]=1)=[O:5])C.[Cl:16][C:17]1[CH:18]=[C:19]([CH:22]=[CH:23][C:24]=1[Cl:25])[CH2:20][NH2:21]. Product: [Cl:16][C:17]1[CH:18]=[C:19]([CH:22]=[CH:23][C:24]=1[Cl:25])[CH2:20][NH:21][C:4]([C:6]1[N:10]2[N:11]=[C:12]([NH:21][CH2:20][C:19]3[CH:22]=[CH:23][C:24]([Cl:25])=[C:17]([Cl:16])[CH:18]=3)[CH:13]=[CH:14][C:9]2=[N:8][CH:7]=1)=[O:5]. The catalyst class is: 6. (4) Reactant: [C:1]([S:9][CH2:10][CH2:11][C:12]([NH:14][C@H:15]([C:17]([OH:19])=[O:18])[CH3:16])=[O:13])(=[O:8])[C:2]1[CH:7]=[CH:6][CH:5]=[CH:4][CH:3]=1.N[C@H](C(O)=O)C.N[C@@H](C(O)=O)C. Product: [C:1]([S:9][CH2:10][CH2:11][C:12]([NH:14][C@@H:15]([C:17]([OH:19])=[O:18])[CH3:16])=[O:13])(=[O:8])[C:2]1[CH:3]=[CH:4][CH:5]=[CH:6][CH:7]=1. The catalyst class is: 5.